The task is: Predict the reactants needed to synthesize the given product.. This data is from Full USPTO retrosynthesis dataset with 1.9M reactions from patents (1976-2016). (1) Given the product [C:8]([C:4]1[CH:5]=[CH:6][CH:7]=[C:2]([S:11][CH3:10])[N:3]=1)#[N:9], predict the reactants needed to synthesize it. The reactants are: Cl[C:2]1[CH:7]=[CH:6][CH:5]=[C:4]([C:8]#[N:9])[N:3]=1.[CH3:10][S-:11].[Na+]. (2) The reactants are: C([C:3]1[CH:4]=[CH:5][C:6]([CH:9]=[CH:10][C:11]2[C:19]3[C:14](=[CH:15][C:16]([NH:20][C:21]4[CH:32]=[CH:31][CH:30]=[CH:29][C:22]=4[C:23]([NH:25][CH2:26][C:27]#[CH:28])=[O:24])=[CH:17][CH:18]=3)[NH:13][N:12]=2)=[N:7][CH:8]=1)C.[CH2:33](C1C=CN=C(C)C=1)C.ClC1C=C2C(C(C(O)CC3C=CC(CC)=CN=3)=NN2)=CC=1.C1(N)CC1. Given the product [CH:26]1([NH:25][C:23](=[O:24])[C:22]2[CH:29]=[CH:30][CH:31]=[CH:32][C:21]=2[NH:20][C:16]2[CH:15]=[C:14]3[C:19]([C:11](/[CH:10]=[CH:9]/[C:6]4[CH:5]=[C:4]([CH3:33])[CH:3]=[CH:8][N:7]=4)=[N:12][NH:13]3)=[CH:18][CH:17]=2)[CH2:27][CH2:28]1, predict the reactants needed to synthesize it. (3) Given the product [CH3:15][C:12]1[CH:13]=[CH:14][C:9]([NH:8][C:6](=[O:7])[C:5]2[CH:4]=[C:3]([CH2:1][N:39]3[CH2:44][CH2:43][NH:42][CH2:41][CH2:40]3)[CH:32]=[C:31]([S:33]([F:38])([F:36])([F:34])([F:37])[F:35])[CH:30]=2)=[CH:10][C:11]=1[N:16]1[C:23]2[N:19]([N:20]=[C:21]([C:24]3[CH:25]=[N:26][CH:27]=[CH:28][CH:29]=3)[CH:22]=2)[CH:18]=[CH:17]1, predict the reactants needed to synthesize it. The reactants are: [CH:1]([C:3]1[CH:4]=[C:5]([CH:30]=[C:31]([S:33]([F:38])([F:37])([F:36])([F:35])[F:34])[CH:32]=1)[C:6]([NH:8][C:9]1[CH:14]=[CH:13][C:12]([CH3:15])=[C:11]([N:16]2[C:23]3[N:19]([N:20]=[C:21]([C:24]4[CH:25]=[N:26][CH:27]=[CH:28][CH:29]=4)[CH:22]=3)[CH:18]=[CH:17]2)[CH:10]=1)=[O:7])=O.[N:39]1(C(OC(C)(C)C)=O)[CH2:44][CH2:43][NH:42][CH2:41][CH2:40]1.C(O[BH-](OC(=O)C)OC(=O)C)(=O)C.[Na+].O. (4) Given the product [CH3:3][C:4]([CH3:24])([CH3:23])[C:5](=[O:22])[CH2:6][O:7][C:8]1[CH:21]=[CH:20][C:11]([CH2:12][NH2:13])=[CH:10][CH:9]=1, predict the reactants needed to synthesize it. The reactants are: [OH-].[Na+].[CH3:3][C:4]([CH3:24])([CH3:23])[C:5](=[O:22])[CH2:6][O:7][C:8]1[CH:21]=[CH:20][C:11]([CH2:12][NH:13]C(=O)C(F)(F)F)=[CH:10][CH:9]=1. (5) Given the product [Br:8][C:9]1[CH:17]=[CH:16][C:12]([C:13]([NH:7][CH:4]2[CH2:5][CH2:6][O:1][CH2:2][CH2:3]2)=[O:14])=[CH:11][CH:10]=1, predict the reactants needed to synthesize it. The reactants are: [O:1]1[CH2:6][CH2:5][CH:4]([NH2:7])[CH2:3][CH2:2]1.[Br:8][C:9]1[CH:17]=[CH:16][C:12]([C:13](O)=[O:14])=[CH:11][CH:10]=1. (6) Given the product [CH3:36][C:28]1[NH:29][C:30]2[C:35]([C:27]=1[CH:24]1[CH2:25][CH2:26][C:21](=[O:20])[CH2:22][CH2:23]1)=[CH:34][CH:33]=[CH:32][CH:31]=2, predict the reactants needed to synthesize it. The reactants are: N1C2C(=CC=CC=2)C(C2CCC(=O)CC2)=C1.O1[C:21]2([CH2:26][CH2:25][CH:24]([C:27]3[C:35]4[C:30](=[CH:31][CH:32]=[CH:33][CH:34]=4)[NH:29][C:28]=3[CH3:36])[CH2:23][CH2:22]2)[O:20]CC1.